From a dataset of Forward reaction prediction with 1.9M reactions from USPTO patents (1976-2016). Predict the product of the given reaction. The product is: [CH:1]1([C:7]2[CH:14]=[CH:13][C:10]([CH2:11][Cl:21])=[C:9]([C:15]([F:18])([F:17])[F:16])[CH:8]=2)[CH2:6][CH2:5][CH2:4][CH2:3][CH2:2]1. Given the reactants [CH:1]1([C:7]2[CH:14]=[CH:13][C:10]([CH2:11]O)=[C:9]([C:15]([F:18])([F:17])[F:16])[CH:8]=2)[CH2:6][CH2:5][CH2:4][CH2:3][CH2:2]1.S(Cl)([Cl:21])=O, predict the reaction product.